From a dataset of Catalyst prediction with 721,799 reactions and 888 catalyst types from USPTO. Predict which catalyst facilitates the given reaction. (1) Reactant: Br[C:2]1[CH:3]=[C:4]([NH2:19])[C:5]([N:8]([CH:13]2[CH2:18][CH2:17][CH2:16][CH2:15][CH2:14]2)[CH2:9][CH:10]([CH3:12])[CH3:11])=[CH:6][CH:7]=1.[F:20][C:21]1[CH:30]=[CH:29][C:24]([C:25]([O:27][CH3:28])=[O:26])=[C:23](B2OC(C)(C)C(C)(C)O2)[CH:22]=1.P([O-])([O-])([O-])=O.[K+].[K+].[K+]. Product: [NH2:19][C:4]1[CH:3]=[C:2]([C:23]2[C:24]([C:25]([O:27][CH3:28])=[O:26])=[CH:29][CH:30]=[C:21]([F:20])[CH:22]=2)[CH:7]=[CH:6][C:5]=1[N:8]([CH:13]1[CH2:18][CH2:17][CH2:16][CH2:15][CH2:14]1)[CH2:9][CH:10]([CH3:12])[CH3:11]. The catalyst class is: 75. (2) Reactant: [F:1][C:2]1[CH:3]=[C:4]([CH2:9][C:10]2[CH:11]=[C:12]([N+:18]([O-:20])=[O:19])[C:13]([C:16]#[N:17])=[N:14][CH:15]=2)[CH:5]=[CH:6][C:7]=1[F:8].O.C([O-])([O-])=[O:23].[K+].[K+]. Product: [F:1][C:2]1[CH:3]=[C:4]([CH2:9][C:10]2[CH:11]=[C:12]([N+:18]([O-:20])=[O:19])[C:13]([C:16]([NH2:17])=[O:23])=[N:14][CH:15]=2)[CH:5]=[CH:6][C:7]=1[F:8]. The catalyst class is: 21. (3) Reactant: [N:1]12[CH2:8][CH2:7][CH:4]([CH2:5][CH2:6]1)[C@H:3]([NH:9][C:10]([C:12]1[C:21]3[CH2:20][CH2:19][CH2:18][CH2:17][C:16]=3[CH:15]=[CH:14][CH:13]=1)=[O:11])[CH2:2]2.O1CCC[CH2:23]1.C([Li])CCC.[ClH:32]. Product: [ClH:32].[N:1]12[CH2:6][CH2:5][CH:4]([CH2:7][CH2:8]1)[C@H:3]([N:9]1[CH:23]=[C:20]3[CH2:19][CH2:18][CH2:17][C:16]4[C:21]3=[C:12]([CH:13]=[CH:14][CH:15]=4)[C:10]1=[O:11])[CH2:2]2. The catalyst class is: 145.